Dataset: Reaction yield outcomes from USPTO patents with 853,638 reactions. Task: Predict the reaction yield, written as a fraction of the theoretical maximum amount of product (1.0 means a 100% yield; for example, 0.34 means a 34% yield). (1) The reactants are [CH2:1]([O:8][C:9]([NH:11][C@@H:12]([CH3:25])[C:13]([C:15]1([C:18]([O:20][C:21]([CH3:24])([CH3:23])[CH3:22])=[O:19])[CH2:17][CH2:16]1)=[O:14])=[O:10])[C:2]1[CH:7]=[CH:6][CH:5]=[CH:4][CH:3]=1.[BH4-].[Na+].O. The catalyst is CO. The product is [CH2:1]([O:8][C:9]([NH:11][C@@H:12]([CH3:25])[CH:13]([C:15]1([C:18]([O:20][C:21]([CH3:24])([CH3:23])[CH3:22])=[O:19])[CH2:17][CH2:16]1)[OH:14])=[O:10])[C:2]1[CH:3]=[CH:4][CH:5]=[CH:6][CH:7]=1. The yield is 0.940. (2) The reactants are C([O:3][C:4](=O)[C:5]1[CH:10]=[CH:9][C:8]([N:11]2[C:15]([NH:16][C:17]([NH:19][C:20]3[C:29]4[C:24](=[CH:25][CH:26]=[CH:27][CH:28]=4)[CH:23]=[CH:22][CH:21]=3)=[O:18])=[CH:14][C:13]([C:30](C)([CH3:32])[CH3:31])=[N:12]2)=[CH:7][CH:6]=1)C.[H-].[H-].[H-].[H-].[Li+].[Al+3]. The catalyst is C1COCC1. The product is [OH:3][CH2:4][C:5]1[CH:10]=[CH:9][C:8]([N:11]2[C:15]([NH:16][C:17]([NH:19][C:20]3[C:29]4[C:24](=[CH:25][CH:26]=[CH:27][CH:28]=4)[CH:23]=[CH:22][CH:21]=3)=[O:18])=[CH:14][C:13]([CH:30]([CH3:32])[CH3:31])=[N:12]2)=[CH:7][CH:6]=1. The yield is 0.920. (3) The reactants are [NH2:1][C:2]1[N:23]=[C:22](Cl)[CH:21]=[CH:20][C:3]=1[C:4]([NH:6][CH2:7][C:8]1[S:9][C:10]([O:13][C:14]2[CH:19]=[CH:18][CH:17]=[CH:16][CH:15]=2)=[CH:11][CH:12]=1)=[O:5].[CH:25]1C=CC(CC(NCN[C@H](C(O)=O)CC2C=CC([N+]([O-])=O)=CC=2)=O)=C[CH:26]=1.C1(C)C(C)=CC=CC=1.C([Sn](CCCC)(CCCC)CCCC)=C. The catalyst is C1C=CC([P]([Pd]([P](C2C=CC=CC=2)(C2C=CC=CC=2)C2C=CC=CC=2)([P](C2C=CC=CC=2)(C2C=CC=CC=2)C2C=CC=CC=2)[P](C2C=CC=CC=2)(C2C=CC=CC=2)C2C=CC=CC=2)(C2C=CC=CC=2)C2C=CC=CC=2)=CC=1.C(OCC)(=O)C.O. The product is [NH2:1][C:2]1[N:23]=[C:22]([CH:25]=[CH2:26])[CH:21]=[CH:20][C:3]=1[C:4]([NH:6][CH2:7][C:8]1[S:9][C:10]([O:13][C:14]2[CH:19]=[CH:18][CH:17]=[CH:16][CH:15]=2)=[CH:11][CH:12]=1)=[O:5]. The yield is 0.650.